From a dataset of Catalyst prediction with 721,799 reactions and 888 catalyst types from USPTO. Predict which catalyst facilitates the given reaction. Reactant: C1(P(C2C=CC=CC=2)C2C=CC=CC=2)C=CC=CC=1.[Br:20]N1C(=O)CCC1=O.[CH3:28][C:29]1[O:33][C:32]([C:34]2[CH:39]=[CH:38][CH:37]=[CH:36][CH:35]=2)=[N:31][C:30]=1[CH2:40][CH2:41]O.C([O-])(O)=O.[Na+]. Product: [Br:20][CH2:41][CH2:40][C:30]1[N:31]=[C:32]([C:34]2[CH:39]=[CH:38][CH:37]=[CH:36][CH:35]=2)[O:33][C:29]=1[CH3:28]. The catalyst class is: 49.